This data is from TCR-epitope binding with 47,182 pairs between 192 epitopes and 23,139 TCRs. The task is: Binary Classification. Given a T-cell receptor sequence (or CDR3 region) and an epitope sequence, predict whether binding occurs between them. (1) The epitope is GPGHKARVL. The TCR CDR3 sequence is CASSQVAGADTQYF. Result: 0 (the TCR does not bind to the epitope). (2) The epitope is TPINLVRDL. The TCR CDR3 sequence is CAGGSGRQPQHF. Result: 0 (the TCR does not bind to the epitope). (3) The epitope is RLQSLQTYV. The TCR CDR3 sequence is CATSRGQAYEQYF. Result: 0 (the TCR does not bind to the epitope).